Dataset: Forward reaction prediction with 1.9M reactions from USPTO patents (1976-2016). Task: Predict the product of the given reaction. (1) Given the reactants N12CCCN=C1CCCC[CH2:2]2.[F:12][C:13]1[CH:14]=[C:15]([CH:18]=[CH:19][C:20]=1[F:21])[CH:16]=O, predict the reaction product. The product is: [F:12][C:13]1[CH:14]=[C:15]([CH:18]=[CH:19][C:20]=1[F:21])[CH:16]=[CH2:2]. (2) Given the reactants [CH3:1][C:2]1([CH2:16][O:17][Si:18]([CH2:23][CH3:24])([CH2:21][CH3:22])[CH2:19][CH3:20])[CH2:10][C:9]2[C:4](=[C:5]([CH3:14])[C:6]([CH:12]=[CH2:13])=[C:7]([CH3:11])[CH:8]=2)[CH:3]1[OH:15].B(C1CCCCC1)C1CCCCC1.C1C[O:41]CC1, predict the reaction product. The product is: [OH:41][CH2:13][CH2:12][C:6]1[C:5]([CH3:14])=[C:4]2[C:9]([CH2:10][C:2]([CH3:1])([CH2:16][O:17][Si:18]([CH2:23][CH3:24])([CH2:21][CH3:22])[CH2:19][CH3:20])[CH:3]2[OH:15])=[CH:8][C:7]=1[CH3:11]. (3) Given the reactants C(O)(=O)C.[C:5]([O:9][C:10]([N:12]1[CH2:17][C@H:16]([CH2:18][N:19]2[CH2:24][CH2:23][O:22][CH2:21][C@H:20]2[CH3:25])[N:15](CC2C=CC=CC=2)[CH2:14][C@H:13]1[CH3:33])=[O:11])([CH3:8])([CH3:7])[CH3:6], predict the reaction product. The product is: [C:5]([O:9][C:10]([N:12]1[CH2:17][C@H:16]([CH2:18][N:19]2[CH2:24][CH2:23][O:22][CH2:21][C@H:20]2[CH3:25])[NH:15][CH2:14][C@H:13]1[CH3:33])=[O:11])([CH3:8])([CH3:6])[CH3:7].